Dataset: Full USPTO retrosynthesis dataset with 1.9M reactions from patents (1976-2016). Task: Predict the reactants needed to synthesize the given product. (1) Given the product [S:26]1[CH:30]=[CH:29][C:28]2[CH:31]=[C:32]([C@@H:35]([OH:64])[CH2:36][S:37][C@@H:38]3[C@@H:41]([C:42]4[CH:47]=[CH:46][C:45]([O:48][Si:49]([CH3:55])([CH3:54])[C:50]([CH3:53])([CH3:51])[CH3:52])=[CH:44][CH:43]=4)[N:40]([C:56]4[CH:61]=[CH:60][C:59]([I:62])=[CH:58][CH:57]=4)[C:39]3=[O:63])[CH:33]=[CH:34][C:27]1=2, predict the reactants needed to synthesize it. The reactants are: C1(C2(C3C=CC=CC=3)OB(C)N3CCC[C@H]23)C=CC=CC=1.B.CSC.[S:26]1[CH:30]=[CH:29][C:28]2[CH:31]=[C:32]([C:35](=[O:64])[CH2:36][S:37][C@@H:38]3[C@@H:41]([C:42]4[CH:47]=[CH:46][C:45]([O:48][Si:49]([CH3:55])([CH3:54])[C:50]([CH3:53])([CH3:52])[CH3:51])=[CH:44][CH:43]=4)[N:40]([C:56]4[CH:61]=[CH:60][C:59]([I:62])=[CH:58][CH:57]=4)[C:39]3=[O:63])[CH:33]=[CH:34][C:27]1=2.O. (2) Given the product [CH:1]1[N:5]=[CH:4][N:3]2[CH:6]([C:9]3[CH:16]=[CH:15][C:12]([C:13]#[N:14])=[CH:11][C:10]=3[CH2:17][CH2:18][CH3:19])[CH2:7][CH2:8][C:2]=12, predict the reactants needed to synthesize it. The reactants are: [CH:1]1[N:5]=[CH:4][N:3]2[CH:6]([C:9]3[CH:16]=[CH:15][C:12]([C:13]#[N:14])=[CH:11][C:10]=3/[CH:17]=[CH:18]/[CH3:19])[CH2:7][CH2:8][C:2]=12.C1COCC1. (3) Given the product [C:1]([O:5][C:6]([N:8]1[CH2:12][CH2:11][C@H:10]([O:13][S:36]([C:33]2[CH:34]=[CH:35][C:30]([CH3:40])=[CH:31][CH:32]=2)(=[O:38])=[O:37])[CH2:9]1)=[O:7])([CH3:4])([CH3:2])[CH3:3], predict the reactants needed to synthesize it. The reactants are: [C:1]([O:5][C:6]([N:8]1[CH2:12][CH2:11][C@H:10]([OH:13])[CH2:9]1)=[O:7])([CH3:4])([CH3:3])[CH3:2].C(N(CC)CC)C.CN(C1C=CC=CN=1)C.[C:30]1([CH3:40])[CH:35]=[CH:34][C:33]([S:36](Cl)(=[O:38])=[O:37])=[CH:32][CH:31]=1.Cl. (4) Given the product [ClH:1].[CH3:2][O:3][C:4]([C:6]1([NH:12][CH2:13][CH3:15])[CH2:7][CH2:8][CH2:9][CH2:10][CH2:11]1)=[O:5], predict the reactants needed to synthesize it. The reactants are: [ClH:1].[CH3:2][O:3][C:4]([C:6]1([NH:12][CH3:13])[CH2:11][CH2:10][CH2:9][CH2:8][CH2:7]1)=[O:5].Cl.[CH3:15]N. (5) Given the product [Br:10][C:11]1[CH:24]=[CH:23][C:14]([O:15][C@H:16]2[C@@H:17]([F:7])[CH2:18][N:19]([CH3:21])[CH2:20]2)=[C:13]([O:25][CH3:26])[CH:12]=1, predict the reactants needed to synthesize it. The reactants are: C(N(S(F)(F)[F:7])CC)C.[Br:10][C:11]1[CH:24]=[CH:23][C:14]([O:15][CH:16]2[CH2:20][N:19]([CH3:21])[CH2:18][CH:17]2O)=[C:13]([O:25][CH3:26])[CH:12]=1. (6) The reactants are: [C:1]([C:5]1[CH:6]=[C:7]([NH2:10])[NH:8][N:9]=1)([CH3:4])([CH3:3])[CH3:2].C([O-])([O-])=O.[K+].[K+].CN(C)[C@@H]1CCCC[C@H]1N.I[C:28]1[N:32]([CH2:33][CH2:34][O:35][CH:36]2[CH2:41][CH2:40][CH2:39][CH2:38][O:37]2)[CH:31]=[N:30][CH:29]=1. Given the product [C:1]([C:5]1[CH:6]=[C:7]([NH2:10])[N:8]([C:29]2[N:30]=[CH:31][N:32]([CH2:33][CH2:34][O:35][CH:36]3[CH2:41][CH2:40][CH2:39][CH2:38][O:37]3)[CH:28]=2)[N:9]=1)([CH3:4])([CH3:3])[CH3:2], predict the reactants needed to synthesize it. (7) Given the product [Cl:18][C:19]1[CH:20]=[C:21]([CH:31]=[CH:32][C:33]=1[Cl:34])[CH2:22][N:23]1[CH2:28][CH2:27][O:26][C@@H:25]([CH2:29][NH:30][C:3](=[O:17])[CH2:4][C:5]2[N:9]=[C:8]([C:10]3[CH:11]=[CH:12][C:13]([F:16])=[CH:14][CH:15]=3)[O:7][N:6]=2)[CH2:24]1, predict the reactants needed to synthesize it. The reactants are: CO[C:3](=[O:17])[CH2:4][C:5]1[N:9]=[C:8]([C:10]2[CH:15]=[CH:14][C:13]([F:16])=[CH:12][CH:11]=2)[O:7][N:6]=1.[Cl:18][C:19]1[CH:20]=[C:21]([CH:31]=[CH:32][C:33]=1[Cl:34])[CH2:22][N:23]1[CH2:28][CH2:27][O:26][C@@H:25]([CH2:29][NH2:30])[CH2:24]1. (8) Given the product [NH:25]1[C:29]2[CH:30]=[CH:31][CH:32]=[CH:33][C:28]=2[N:27]=[C:26]1[NH:34][C:17]1[N:16]=[C:15]([NH:23][CH3:24])[C:14](/[CH:13]=[CH:12]/[S:9]([C:3]2[CH:4]=[CH:5][C:6]([F:8])=[CH:7][C:2]=2[F:1])(=[O:11])=[O:10])=[CH:19][N:18]=1, predict the reactants needed to synthesize it. The reactants are: [F:1][C:2]1[CH:7]=[C:6]([F:8])[CH:5]=[CH:4][C:3]=1[S:9]([CH:12]=[CH:13][C:14]1[C:15]([NH:23][CH3:24])=[N:16][C:17](S(C)=O)=[N:18][CH:19]=1)(=[O:11])=[O:10].[NH:25]1[C:29]2[CH:30]=[CH:31][CH:32]=[CH:33][C:28]=2[N:27]=[C:26]1[NH2:34].